Dataset: Reaction yield outcomes from USPTO patents with 853,638 reactions. Task: Predict the reaction yield, written as a fraction of the theoretical maximum amount of product (1.0 means a 100% yield; for example, 0.34 means a 34% yield). (1) The reactants are [CH:1]1([CH:7]([C:9]2[C:10]([CH:22]3[CH2:24][CH2:23]3)=[N:11][N:12]([C:14]3[CH:19]=[CH:18][C:17]([O:20][CH3:21])=[CH:16][CH:15]=3)[CH:13]=2)O)[CH2:6][CH2:5][CH2:4][CH2:3][CH2:2]1.[NH2:25][C:26]1[CH:31]=[CH:30][C:29]([C:32]([N:34]([CH3:42])[CH2:35][CH2:36][C:37]([O:39]CC)=[O:38])=[O:33])=[CH:28][CH:27]=1. No catalyst specified. The product is [CH:1]1([CH:7]([NH:25][C:26]2[CH:27]=[CH:28][C:29]([C:32]([N:34]([CH3:42])[CH2:35][CH2:36][C:37]([OH:39])=[O:38])=[O:33])=[CH:30][CH:31]=2)[C:9]2[C:10]([CH:22]3[CH2:24][CH2:23]3)=[N:11][N:12]([C:14]3[CH:19]=[CH:18][C:17]([O:20][CH3:21])=[CH:16][CH:15]=3)[CH:13]=2)[CH2:6][CH2:5][CH2:4][CH2:3][CH2:2]1. The yield is 0.140. (2) The reactants are [CH:1]([N:4]1[C:8]([C:9]2[N:10]=[C:11]3[C:17]4[CH:18]=[CH:19][C:20]([OH:22])=[CH:21][C:16]=4[O:15][CH2:14][CH2:13][N:12]3[CH:23]=2)=[N:7][CH:6]=[N:5]1)([CH3:3])[CH3:2].[CH3:24][O:25][C:26](=[O:32])[CH:27]([CH:29]1[CH2:31][CH2:30]1)O.CC(OC(/N=N/C(OC(C)C)=O)=O)C. The catalyst is O1CCOCC1. The product is [CH3:24][O:25][C:26](=[O:32])[CH:27]([CH:29]1[CH2:31][CH2:30]1)[O:22][C:20]1[CH:19]=[CH:18][C:17]2[C:11]3[N:12]([CH2:13][CH2:14][O:15][C:16]=2[CH:21]=1)[CH:23]=[C:9]([C:8]1[N:4]([CH:1]([CH3:3])[CH3:2])[N:5]=[CH:6][N:7]=1)[N:10]=3. The yield is 0.250. (3) The reactants are Cl[C:2]1[N:10]=[C:9]([Cl:11])[CH:8]=[CH:7][C:3]=1[C:4]([NH2:6])=[O:5].Cl[C:13]1[C:18]([C:19](N)=O)=[CH:17][N:16]=[C:15](Cl)[CH:14]=1.[CH2:23](N(CC)CC)C. The catalyst is C(#N)C. The product is [CH2:17]([NH:16][C:2]1[N:10]=[C:9]([Cl:11])[CH:8]=[CH:7][C:3]=1[C:4]([NH2:6])=[O:5])[C:18]1[CH:13]=[CH:14][CH:15]=[CH:23][CH:19]=1. The yield is 0.540. (4) The reactants are [CH2:1]([Mg]Br)[CH:2]=[CH2:3].[CH2:6]([C:8]1([CH2:17][CH3:18])[CH2:13][C:12]([CH3:15])([CH3:14])[CH2:11][C:10](=[O:16])[CH2:9]1)[CH3:7].[NH4+].[Cl-]. The catalyst is CCOCC. The product is [CH2:3]([C:10]1([OH:16])[CH2:11][C:12]([CH3:14])([CH3:15])[CH2:13][C:8]([CH2:6][CH3:7])([CH2:17][CH3:18])[CH2:9]1)[CH:2]=[CH2:1]. The yield is 0.740. (5) The reactants are N(C(OC(C)C)=O)=NC(OC(C)C)=O.[NH2:15][C:16]1[CH:17]=[C:18]([OH:22])[CH:19]=[CH:20][CH:21]=1.[CH:23]1(O)[CH2:27][CH2:26][CH2:25][CH2:24]1.C1(P(C2C=CC=CC=2)C2C=CC=CC=2)C=CC=CC=1. The catalyst is O1CCCC1. The product is [CH:23]1([O:22][C:18]2[CH:17]=[C:16]([NH2:15])[CH:21]=[CH:20][CH:19]=2)[CH2:27][CH2:26][CH2:25][CH2:24]1. The yield is 0.400. (6) The product is [CH2:1]([O:3][C:4]([C:6]1[N:7]([C:18]2[CH:23]=[CH:22][C:21]([O:24][CH:25]([CH3:27])[CH3:26])=[CH:20][CH:19]=2)[C:8]2[C:13]([C:14]=1[CH:15]=[O:16])=[CH:12][C:11]([C:35]1[CH:36]=[CH:37][C:32]([C:28]([CH3:31])([CH3:30])[CH3:29])=[CH:33][CH:34]=1)=[CH:10][CH:9]=2)=[O:5])[CH3:2]. The reactants are [CH2:1]([O:3][C:4]([C:6]1[N:7]([C:18]2[CH:23]=[CH:22][C:21]([O:24][CH:25]([CH3:27])[CH3:26])=[CH:20][CH:19]=2)[C:8]2[C:13]([C:14]=1[CH:15]=[O:16])=[CH:12][C:11](Br)=[CH:10][CH:9]=2)=[O:5])[CH3:2].[C:28]([C:32]1[CH:37]=[CH:36][C:35](B(O)O)=[CH:34][CH:33]=1)([CH3:31])([CH3:30])[CH3:29].[O-]P([O-])([O-])=O.[K+].[K+].[K+].C1(C)C=CC=CC=1P(C1C=CC=CC=1C)C1C=CC=CC=1C.C([O-])(O)=O.[Na+]. The catalyst is CC([O-])=O.CC([O-])=O.[Pd+2].C1(C)C=CC=CC=1.CCO. The yield is 0.910. (7) The reactants are [NH2:1][CH2:2][C:3]1[CH:4]=[C:5]([C:9]2[N:14]=[C:13](Cl)[C:12]3[N:16]=[C:17]([C:21]4[C:22]([NH2:26])=[N:23][O:24][N:25]=4)[N:18]([CH2:19][CH3:20])[C:11]=3[CH:10]=2)[CH:6]=[CH:7][CH:8]=1.[CH3:27][CH:28]([Si:30]([CH:42]([CH3:44])[CH3:43])([CH:39]([CH3:41])[CH3:40])[N:31]1[CH:35]=[CH:34][C:33](B(O)O)=[CH:32]1)[CH3:29].C([O-])([O-])=O.[K+].[K+]. The catalyst is O1CCOCC1.O.C1C=CC([P]([Pd]([P](C2C=CC=CC=2)(C2C=CC=CC=2)C2C=CC=CC=2)([P](C2C=CC=CC=2)(C2C=CC=CC=2)C2C=CC=CC=2)[P](C2C=CC=CC=2)(C2C=CC=CC=2)C2C=CC=CC=2)(C2C=CC=CC=2)C2C=CC=CC=2)=CC=1. The product is [NH2:1][CH2:2][C:3]1[CH:4]=[C:5]([C:9]2[N:14]=[C:13]([C:33]3[CH:34]=[CH:35][N:31]([Si:30]([CH:39]([CH3:41])[CH3:40])([CH:42]([CH3:44])[CH3:43])[CH:28]([CH3:27])[CH3:29])[CH:32]=3)[C:12]3[N:16]=[C:17]([C:21]4[C:22]([NH2:26])=[N:23][O:24][N:25]=4)[N:18]([CH2:19][CH3:20])[C:11]=3[CH:10]=2)[CH:6]=[CH:7][CH:8]=1. The yield is 0.670.